From a dataset of Catalyst prediction with 721,799 reactions and 888 catalyst types from USPTO. Predict which catalyst facilitates the given reaction. (1) Reactant: [Cl:1][C:2]1[CH:3]=[CH:4][C:5]2[N:6]([N:8]=[C:9]([NH:11][C:12]3[CH:17]=[CH:16][C:15]([S:18]([CH3:21])(=[O:20])=[O:19])=[CH:14][C:13]=3[O:22][CH3:23])[N:10]=2)[CH:7]=1.[H-].[Na+].Cl[C:27]([O:29][CH:30]([Cl:32])[CH3:31])=[O:28].[Cl-].[Na+]. Product: [Cl:1][C:2]1[CH:3]=[CH:4][C:5]2[N:6]([N:8]=[C:9]([N:11]([C:12]3[CH:17]=[CH:16][C:15]([S:18]([CH3:21])(=[O:19])=[O:20])=[CH:14][C:13]=3[O:22][CH3:23])[C:27](=[O:28])[O:29][CH:30]([Cl:32])[CH3:31])[N:10]=2)[CH:7]=1. The catalyst class is: 1. (2) Reactant: [Br:1][C:2]1[CH:8]=[CH:7][C:6]([CH3:9])=[CH:5][C:3]=1[NH2:4].O[CH2:11][CH:12]([CH2:14]O)O.[N+](C1C=CC=CC=1)([O-])=O. Product: [Br:1][C:2]1[CH:8]=[CH:7][C:6]([CH3:9])=[C:5]2[C:3]=1[N:4]=[CH:14][CH:12]=[CH:11]2. The catalyst class is: 65. (3) Product: [CH2:2]([CH:6]1[CH2:11][CH2:10][CH2:9][N:8]([CH2:12][C@@H:13]2[CH2:18][CH2:17][CH2:16][CH2:15][C@H:14]2[NH:19][C:29](=[O:30])[C:28]2[CH:27]=[CH:26][C:25]([N:20]3[CH:24]=[CH:23][N:22]=[CH:21]3)=[CH:33][CH:32]=2)[CH2:7]1)[CH2:3][CH2:4][CH3:5]. The catalyst class is: 3. Reactant: Cl.[CH2:2]([CH:6]1[CH2:11][CH2:10][CH2:9][N:8]([CH2:12][C@@H:13]2[CH2:18][CH2:17][CH2:16][CH2:15][C@H:14]2[NH2:19])[CH2:7]1)[CH2:3][CH2:4][CH3:5].[N:20]1([C:25]2[CH:33]=[CH:32][C:28]([C:29](O)=[O:30])=[CH:27][CH:26]=2)[CH:24]=[CH:23][N:22]=[CH:21]1.CN(C(ON1N=NC2C=CC=NC1=2)=[N+](C)C)C.F[P-](F)(F)(F)(F)F.C(N(C(C)C)CC)(C)C. (4) Reactant: [C:1](Cl)(=[O:6])[C:2]([CH3:5])([CH3:4])[CH3:3].[Cl:8][C:9]1[C:14]([C:15]2[C:24](=[O:25])[NH:23][C:18]3=[N:19][CH:20]=[CH:21][N:22]=[C:17]3[C:16]=2[OH:26])=[CH:13][CH:12]=[C:11]([Cl:27])[N:10]=1.N1C=CC=CC=1. Product: [Cl:8][C:9]1[C:14]([C:15]2[C:24](=[O:25])[NH:23][C:18]3=[N:19][CH:20]=[CH:21][N:22]=[C:17]3[C:16]=2[O:26][C:1](=[O:6])[C:2]([CH3:5])([CH3:4])[CH3:3])=[CH:13][CH:12]=[C:11]([Cl:27])[N:10]=1. The catalyst class is: 4.